From a dataset of Forward reaction prediction with 1.9M reactions from USPTO patents (1976-2016). Predict the product of the given reaction. Given the reactants [ClH:1].Cl.[C@H]1(CN2CCC([NH:20][C:21]([C:23]3[NH:24][C:25]4[C:30]([CH:31]=3)=[C:29]([O:32][CH2:33][C:34]3[C:38]5[C:39]([F:44])=[CH:40][C:41]([F:43])=[CH:42][C:37]=5[O:36][CH:35]=3)[CH:28]=[CH:27][CH:26]=4)=[O:22])CC2)[C@@H]2N(CCCC2)CCC1.Cl.Cl.Cl.N[CH:49]1[CH2:54][CH2:53][N:52]([CH2:55][CH2:56][N:57]2[CH2:62][CH2:61][CH:60]([OH:63])[CH2:59][CH2:58]2)[CH2:51][CH2:50]1, predict the reaction product. The product is: [ClH:1].[ClH:1].[OH:63][CH:60]1[CH2:61][CH2:62][N:57]([CH2:56][CH2:55][N:52]2[CH2:53][CH2:54][CH:49]([NH:20][C:21]([C:23]3[NH:24][C:25]4[C:30]([CH:31]=3)=[C:29]([O:32][CH2:33][C:34]3[C:38]5[C:39]([F:44])=[CH:40][C:41]([F:43])=[CH:42][C:37]=5[O:36][CH:35]=3)[CH:28]=[CH:27][CH:26]=4)=[O:22])[CH2:50][CH2:51]2)[CH2:58][CH2:59]1.